From a dataset of Reaction yield outcomes from USPTO patents with 853,638 reactions. Predict the reaction yield, written as a fraction of the theoretical maximum amount of product (1.0 means a 100% yield; for example, 0.34 means a 34% yield). (1) The reactants are [Cl:1]N1C(=O)CCC1=O.[CH2:9]([O:11][C:12](=[O:21])[CH2:13][C:14]1[CH:19]=[CH:18][C:17]([NH2:20])=[CH:16][CH:15]=1)[CH3:10]. The catalyst is C(#N)C. The product is [CH2:9]([O:11][C:12](=[O:21])[CH2:13][C:14]1[CH:15]=[CH:16][C:17]([NH2:20])=[C:18]([Cl:1])[CH:19]=1)[CH3:10]. The yield is 0.810. (2) The reactants are Cl[C:2]1[CH:7]=[CH:6][CH:5]=[CH:4][CH:3]=1.[CH2:8]([NH2:15])[C:9]1[CH:14]=[CH:13][CH:12]=[CH:11][CH:10]=1.CC(C)([O-])C.[Na+]. The catalyst is C1(C)C=CC=CC=1.C1C=CC(/C=C/C(/C=C/C2C=CC=CC=2)=O)=CC=1.C1C=CC(/C=C/C(/C=C/C2C=CC=CC=2)=O)=CC=1.[Pd]. The product is [C:2]1([NH:15][CH2:8][C:9]2[CH:14]=[CH:13][CH:12]=[CH:11][CH:10]=2)[CH:7]=[CH:6][CH:5]=[CH:4][CH:3]=1. The yield is 0.920. (3) The reactants are C(=O)C1C=CC=CC=1.C[Si]([N-][Si](C)(C)C)(C)C.[Li+].[N:19]1[CH:24]=[CH:23][CH:22]=[CH:21][C:20]=1[C:25]([K])([CH3:27])[CH3:26].CC([O-])(C)C.[K+].C(NC(C)C)(C)C.[Li]CCCC.[CH:47]([C:50]1[CH:55]=[CH:54][CH:53]=[CH:52][N:51]=1)([CH3:49])C.[NH4+].[Cl-]. The catalyst is C1COCC1. The product is [CH3:26][C:25]([C:20]1[CH:21]=[CH:22][CH:23]=[CH:24][N:19]=1)([CH3:27])[CH:52]([C:53]1[CH:49]=[CH:47][CH:50]=[CH:55][CH:54]=1)[NH2:51]. The yield is 0.790.